Dataset: Peptide-MHC class II binding affinity with 134,281 pairs from IEDB. Task: Regression. Given a peptide amino acid sequence and an MHC pseudo amino acid sequence, predict their binding affinity value. This is MHC class II binding data. The peptide sequence is TLWQRPIVTIKIGGQLREAL. The MHC is DRB1_0301 with pseudo-sequence DRB1_0301. The binding affinity (normalized) is 0.197.